Predict the reactants needed to synthesize the given product. From a dataset of Full USPTO retrosynthesis dataset with 1.9M reactions from patents (1976-2016). (1) The reactants are: [NH2:1][C:2]1[CH:3]=[C:4]([C:8]2[CH:16]=[CH:15][C:14]([C:17]([NH2:19])=[O:18])=[C:13]3[C:9]=2[CH:10]=[CH:11][NH:12]3)[CH:5]=[CH:6][CH:7]=1.CCN(C(C)C)C(C)C.[CH:29]([S:31](Cl)(=[O:33])=[O:32])=[CH2:30]. Given the product [CH:29]([S:31]([NH:1][C:2]1[CH:3]=[C:4]([C:8]2[CH:16]=[CH:15][C:14]([C:17]([NH2:19])=[O:18])=[C:13]3[C:9]=2[CH:10]=[CH:11][NH:12]3)[CH:5]=[CH:6][CH:7]=1)(=[O:33])=[O:32])=[CH2:30], predict the reactants needed to synthesize it. (2) Given the product [Cl-:18].[Cl:1][C:2]([C:5]1[CH:6]=[NH+:7][CH:8]=[C:9]([C:11]([O:13][CH2:14][CH3:15])=[O:12])[CH:10]=1)=[O:3], predict the reactants needed to synthesize it. The reactants are: [Cl-:1].[C:2]([C:5]1[CH:6]=[NH+:7][CH:8]=[C:9]([C:11]([O:13][CH2:14][CH3:15])=[O:12])[CH:10]=1)(O)=[O:3].S(Cl)([Cl:18])=O.